This data is from Peptide-MHC class I binding affinity with 185,985 pairs from IEDB/IMGT. The task is: Regression. Given a peptide amino acid sequence and an MHC pseudo amino acid sequence, predict their binding affinity value. This is MHC class I binding data. (1) The MHC is HLA-A26:01 with pseudo-sequence HLA-A26:01. The binding affinity (normalized) is 0. The peptide sequence is LWSYNAELL. (2) The peptide sequence is WIQLGLQKC. The MHC is Mamu-A2201 with pseudo-sequence Mamu-A2201. The binding affinity (normalized) is 0. (3) The peptide sequence is RRDNRRGF. The binding affinity (normalized) is 0.385. The MHC is Mamu-B03 with pseudo-sequence Mamu-B03. (4) The peptide sequence is KVGYFQHGA. The MHC is HLA-B15:01 with pseudo-sequence HLA-B15:01. The binding affinity (normalized) is 0.0847. (5) The peptide sequence is VAWWAGIEHTF. The MHC is Mamu-A02 with pseudo-sequence Mamu-A02. The binding affinity (normalized) is 0.385. (6) The peptide sequence is PSEDEQQGH. The MHC is HLA-A69:01 with pseudo-sequence HLA-A69:01. The binding affinity (normalized) is 0.0847. (7) The peptide sequence is MIYDLNAVT. The MHC is HLA-A02:01 with pseudo-sequence HLA-A02:01. The binding affinity (normalized) is 0.448. (8) The peptide sequence is GVFPINESF. The MHC is HLA-A26:03 with pseudo-sequence HLA-A26:03. The binding affinity (normalized) is 0.0847. (9) The peptide sequence is MSAPPAEYK. The MHC is Mamu-B8301 with pseudo-sequence Mamu-B8301. The binding affinity (normalized) is 0.908. (10) The peptide sequence is WPTLIGLAM. The MHC is HLA-B35:01 with pseudo-sequence HLA-B35:01. The binding affinity (normalized) is 0.574.